Dataset: Catalyst prediction with 721,799 reactions and 888 catalyst types from USPTO. Task: Predict which catalyst facilitates the given reaction. Reactant: Cl[C:2]1[O:3][C:4]([CH2:14][CH2:15][CH2:16][O:17][C:18]2[CH:23]=[CH:22][CH:21]=[CH:20][C:19]=2[O:24][CH3:25])=[C:5]([C:7]2[CH:12]=[CH:11][C:10]([Cl:13])=[CH:9][CH:8]=2)[N:6]=1.[CH2:26]([C:29]1[NH:30][CH:31]=[CH:32][N:33]=1)[CH2:27][CH3:28].C(=O)([O-])[O-].[K+].[K+].CN(C)C=O. Product: [Cl:13][C:10]1[CH:11]=[CH:12][C:7]([C:5]2[N:6]=[C:2]([N:30]3[CH:31]=[CH:32][N:33]=[C:29]3[CH2:26][CH2:27][CH3:28])[O:3][C:4]=2[CH2:14][CH2:15][CH2:16][O:17][C:18]2[CH:23]=[CH:22][CH:21]=[CH:20][C:19]=2[O:24][CH3:25])=[CH:8][CH:9]=1. The catalyst class is: 6.